Task: Predict the reaction yield, written as a fraction of the theoretical maximum amount of product (1.0 means a 100% yield; for example, 0.34 means a 34% yield).. Dataset: Reaction yield outcomes from USPTO patents with 853,638 reactions (1) The yield is 0.910. The reactants are [OH:1][C:2]1[CH:3]=[C:4]([CH2:8][CH2:9][NH:10][C:11](=[O:18])[CH2:12][CH2:13][CH2:14][CH2:15][CH2:16][CH3:17])[CH:5]=[CH:6][CH:7]=1.[Si:19](Cl)([C:22]([CH3:25])([CH3:24])[CH3:23])([CH3:21])[CH3:20].N1C=CN=C1. The catalyst is C(Cl)Cl. The product is [C:22]([Si:19]([CH3:21])([CH3:20])[O:1][C:2]1[CH:3]=[C:4]([CH2:8][CH2:9][NH:10][C:11](=[O:18])[CH2:12][CH2:13][CH2:14][CH2:15][CH2:16][CH3:17])[CH:5]=[CH:6][CH:7]=1)([CH3:25])([CH3:24])[CH3:23]. (2) The reactants are C(=O)([O-])[O-].[Cs+].[Cs+].[OH:7][C:8]1[CH:13]=[CH:12][C:11]([CH2:14][C:15]([OH:17])=[O:16])=[CH:10][CH:9]=1.Cl[C:19]1[C:28]2[C:23](=[CH:24][C:25]([O:31][CH3:32])=[C:26]([O:29][CH3:30])[CH:27]=2)[N:22]=[CH:21][CH:20]=1. The catalyst is CS(C)=O.O. The product is [CH3:30][O:29][C:26]1[CH:27]=[C:28]2[C:23](=[CH:24][C:25]=1[O:31][CH3:32])[N:22]=[CH:21][CH:20]=[C:19]2[O:7][C:8]1[CH:9]=[CH:10][C:11]([CH2:14][C:15]([OH:17])=[O:16])=[CH:12][CH:13]=1. The yield is 0.460. (3) The reactants are [N:1]1[C:10]2[C:5](=[CH:6][C:7]([C:11]#[N:12])=[CH:8][CH:9]=2)[CH:4]=[CH:3][CH:2]=1. The catalyst is N.CO.[Ni]. The product is [N:1]1[C:10]2[C:5](=[CH:6][C:7]([CH2:11][NH2:12])=[CH:8][CH:9]=2)[CH:4]=[CH:3][CH:2]=1. The yield is 0.820. (4) The reactants are C(OCC)C.Cl.C(OC(=O)[NH:13][CH2:14][C:15]1[CH:20]=[CH:19][CH:18]=[CH:17][C:16]=1[S:21][C:22]1[C:30]2[C:25](=[CH:26][CH:27]=[C:28]([F:31])[CH:29]=2)[NH:24][CH:23]=1)(C)(C)C.[OH-].[Na+]. The catalyst is CO. The product is [F:31][C:28]1[CH:29]=[C:30]2[C:25](=[CH:26][CH:27]=1)[NH:24][CH:23]=[C:22]2[S:21][C:16]1[CH:17]=[CH:18][CH:19]=[CH:20][C:15]=1[CH2:14][NH2:13]. The yield is 0.980. (5) The reactants are C(NC(C)C)(C)C.C([Li])CCC.[CH3:13][O:14][C:15](=[O:27])[CH2:16][C:17]1[CH:22]=[CH:21][C:20]([S:23]([CH3:26])(=[O:25])=[O:24])=[CH:19][CH:18]=1.I[CH2:29][CH:30]1[CH2:34][CH2:33][CH2:32][CH:31]1[O:35][CH:36]1[CH2:41][CH2:40][CH2:39][CH2:38][O:37]1. The catalyst is O1CCCC1.CN1CCCN(C)C1=O. The product is [CH3:13][O:14][C:15](=[O:27])[CH:16]([C:17]1[CH:18]=[CH:19][C:20]([S:23]([CH3:26])(=[O:24])=[O:25])=[CH:21][CH:22]=1)[CH2:29][CH:30]1[CH2:34][CH2:33][CH2:32][CH:31]1[O:35][CH:36]1[CH2:41][CH2:40][CH2:39][CH2:38][O:37]1. The yield is 0.450. (6) The reactants are C([BH3-])#N.[Na+].[I:5][C:6]1[CH:7]=[C:8]2[C:12](=[CH:13][CH:14]=1)[NH:11][CH:10]=[CH:9]2.[C:15](O[C:15]([O:17][C:18]([CH3:21])([CH3:20])[CH3:19])=[O:16])([O:17][C:18]([CH3:21])([CH3:20])[CH3:19])=[O:16].C(=O)(O)[O-].[Na+].Cl.C(N)C1C=CC=CC=1. The catalyst is C(O)(=O)C.O1CCCC1. The product is [I:5][C:6]1[CH:7]=[C:8]2[C:12](=[CH:13][CH:14]=1)[N:11]([C:15]([O:17][C:18]([CH3:21])([CH3:20])[CH3:19])=[O:16])[CH2:10][CH2:9]2. The yield is 0.450. (7) The reactants are [CH3:1][C@@H:2]1[CH2:7][O:6][CH2:5][CH2:4][NH:3]1.C(N(CC)CC)C.[Cl:15][C:16]1[N:21]=[C:20](Cl)[CH:19]=[C:18]([C:23]([O:25][CH3:26])=[O:24])[N:17]=1.O. The catalyst is C(Cl)Cl. The product is [Cl:15][C:16]1[N:17]=[C:18]([C:23]([O:25][CH3:26])=[O:24])[CH:19]=[C:20]([N:3]2[CH2:4][CH2:5][O:6][CH2:7][C@H:2]2[CH3:1])[N:21]=1. The yield is 0.770.